From a dataset of Forward reaction prediction with 1.9M reactions from USPTO patents (1976-2016). Predict the product of the given reaction. (1) Given the reactants [O:1]=[C:2]([CH:24]=[CH2:25])[CH:3]([C:11]1[CH:23]=[CH:22][C:14]([C:15]([O:17][C:18]([CH3:21])([CH3:20])[CH3:19])=[O:16])=[CH:13][CH:12]=1)[CH2:4][CH:5]1[CH2:10][CH2:9][O:8][CH2:7][CH2:6]1.[O:26]1[CH2:31][CH2:30][CH2:29][CH2:28][CH:27]1[O:32][CH2:33][C:34]1[S:38][C:37]([CH:39]=[O:40])=[N:36][CH:35]=1.C(N(CC)CC)C, predict the reaction product. The product is: [O:1]=[C:2]([CH2:24][CH2:25][C:39](=[O:40])[C:37]1[S:38][C:34]([CH2:33][O:32][CH:27]2[CH2:28][CH2:29][CH2:30][CH2:31][O:26]2)=[CH:35][N:36]=1)[CH:3]([C:11]1[CH:12]=[CH:13][C:14]([C:15]([O:17][C:18]([CH3:19])([CH3:20])[CH3:21])=[O:16])=[CH:22][CH:23]=1)[CH2:4][CH:5]1[CH2:6][CH2:7][O:8][CH2:9][CH2:10]1. (2) Given the reactants [Br:1][C:2]1[C:7]([O:8]C)=[CH:6][CH:5]=[CH:4][C:3]=1[C:10](=[O:12])[CH3:11].BrP(Br)Br.CO, predict the reaction product. The product is: [Br:1][C:2]1[C:7]([OH:8])=[CH:6][CH:5]=[CH:4][C:3]=1[C:10](=[O:12])[CH3:11].